Predict which catalyst facilitates the given reaction. From a dataset of Catalyst prediction with 721,799 reactions and 888 catalyst types from USPTO. (1) Reactant: F[C:2]1[CH:9]=[CH:8][C:5]([CH:6]=[O:7])=[CH:4][C:3]=1[O:10][CH3:11].[CH3:12][C:13]1[N:14]=[CH:15][NH:16][CH:17]=1.C(=O)([O-])[O-].[K+].[K+]. Product: [CH3:11][O:10][C:3]1[CH:4]=[C:5]([CH:8]=[CH:9][C:2]=1[N:16]1[CH:17]=[C:13]([CH3:12])[N:14]=[CH:15]1)[CH:6]=[O:7].[CH3:11][O:10][C:3]1[CH:4]=[C:5]([CH:8]=[CH:9][C:2]=1[N:14]1[C:13]([CH3:12])=[CH:17][N:16]=[CH:15]1)[CH:6]=[O:7]. The catalyst class is: 3. (2) The catalyst class is: 5. Product: [NH2:17][C:18]([C:20]1[N:24]([C@@H:25]2[CH2:56][C@:29]34[C:33]5[C@H:42]([CH2:43][CH2:44][C@H:28]3[C@@:27]([CH3:57])([CH2:32][O:31][CH2:30]4)[C@H:26]2[O:58][CH2:59][C@@:60]([N:9]([CH3:8])[CH3:1])([CH3:64])[CH:61]([CH3:63])[CH3:62])[C@:41]2([CH3:45])[C@:36]([CH3:55])([C@H:37]([C:52]([OH:54])=[O:53])[C@:38]([C@H:47]([CH3:51])[CH:48]([CH3:50])[CH3:49])([CH3:46])[CH2:39][CH2:40]2)[CH2:35][CH:34]=5)[N:23]=[CH:22][N:21]=1)=[O:19]. Reactant: [C:1](O)(=O)C.C=O.O.[C:8]([BH3-])#[N:9].[Na+].C1COCC1.[NH2:17][C:18]([C:20]1[N:24]([C@@H:25]2[CH2:56][C@:29]34[C:33]5[C@H:42]([CH2:43][CH2:44][C@H:28]3[C@@:27]([CH3:57])([CH2:32][O:31][CH2:30]4)[C@H:26]2[O:58][CH2:59][C@@:60](N)([CH3:64])[CH:61]([CH3:63])[CH3:62])[C@:41]2([CH3:45])[C@:36]([CH3:55])([C@H:37]([C:52]([OH:54])=[O:53])[C@:38]([C@H:47]([CH3:51])[CH:48]([CH3:50])[CH3:49])([CH3:46])[CH2:39][CH2:40]2)[CH2:35][CH:34]=5)[N:23]=[CH:22][N:21]=1)=[O:19]. (3) Reactant: [F:1][C:2]([F:18])([F:17])[C:3]1[CH:4]=[CH:5][C:6]([O:9][C:10]2[CH:11]=[CH:12][C:13]([OH:16])=[N:14][CH:15]=2)=[N:7][CH:8]=1.[I-].C([Si](C)(C)[O:25][CH:26]1[CH2:31][CH2:30][N:29]([C:32](N2C=C[N+](C)=C2)=[O:33])[CH2:28][CH2:27]1)(C)(C)C.C(N(CC)CC)C. Product: [F:18][C:2]([F:1])([F:17])[C:3]1[CH:4]=[CH:5][C:6]([O:9][C:10]2[CH:11]=[CH:12][C:13]([O:16][C:32]([N:29]3[CH2:30][CH2:31][CH:26]([OH:25])[CH2:27][CH2:28]3)=[O:33])=[N:14][CH:15]=2)=[N:7][CH:8]=1. The catalyst class is: 10. (4) Reactant: [F:1][C:2]1[C:3]([NH:18][CH:19]([C:25]([CH3:28])([CH3:27])[CH3:26])[CH2:20][C:21]([NH2:24])=[N:22][OH:23])=[N:4][C:5]([C:8]2[C:16]3[C:11](=[N:12][CH:13]=[C:14]([F:17])[CH:15]=3)[NH:10][CH:9]=2)=[N:6][CH:7]=1.[C:29](C1NC=CN=1)(C1NC=CN=1)=[O:30].C(N(CC)C(C)C)(C)C.[Cl-].[NH4+]. Product: [F:1][C:2]1[C:3]([NH:18][CH:19]([C:25]([CH3:28])([CH3:27])[CH3:26])[CH2:20][C:21]2[NH:22][O:23][C:29](=[O:30])[N:24]=2)=[N:4][C:5]([C:8]2[C:16]3[C:11](=[N:12][CH:13]=[C:14]([F:17])[CH:15]=3)[NH:10][CH:9]=2)=[N:6][CH:7]=1. The catalyst class is: 266. (5) Reactant: O.NN.[S:4]1[C:8]2[CH:9]=[C:10]([N:13]([CH3:18])[S:14]([CH3:17])(=[O:16])=[O:15])[CH:11]=[CH:12][C:7]=2[N:6]=C1.C(N(CC)CC)C.[CH3:26][O:27][C:28](=[O:34])[CH2:29][C:30](=O)[CH2:31]Cl. Product: [CH3:26][O:27][C:28](=[O:34])[CH2:29][C:30]1[NH:6][C:7]2[CH:12]=[CH:11][C:10]([N:13]([S:14]([CH3:17])(=[O:15])=[O:16])[CH3:18])=[CH:9][C:8]=2[S:4][CH:31]=1. The catalyst class is: 199. (6) Reactant: [CH3:1][N:2]1[CH2:9][CH2:8][CH2:7][C@H:3]1[C:4]([OH:6])=O.[NH2:10][C:11]1[CH:12]=[C:13]([CH:30]=[CH:31][C:32]=1[CH3:33])[O:14][C:15]1[CH:16]=[CH:17][C:18]2[N:19]([CH:21]=[C:22]([NH:24][C:25]([CH:27]3[CH2:29][CH2:28]3)=[O:26])[N:23]=2)[N:20]=1.ON1C2C=CC=CC=2N=N1.F[P-](F)(F)(F)(F)F.N1(OC(N(C)C)=[N+](C)C)C2C=CC=CC=2N=N1.C(N(CC)C(C)C)(C)C. Product: [CH:27]1([C:25]([NH:24][C:22]2[N:23]=[C:18]3[CH:17]=[CH:16][C:15]([O:14][C:13]4[CH:30]=[CH:31][C:32]([CH3:33])=[C:11]([NH:10][C:4](=[O:6])[C@@H:3]5[CH2:7][CH2:8][CH2:9][N:2]5[CH3:1])[CH:12]=4)=[N:20][N:19]3[CH:21]=2)=[O:26])[CH2:28][CH2:29]1. The catalyst class is: 9.